Dataset: Full USPTO retrosynthesis dataset with 1.9M reactions from patents (1976-2016). Task: Predict the reactants needed to synthesize the given product. (1) Given the product [CH:13]1[C:9]2[CH:10]=[CH:11][C:12]3[CH:2]=[CH:3][CH:4]=[CH:5][C:6]=3[C:7](=[C:17]3[CH2:22][CH2:21][N:20]([C:28](=[O:41])[CH2:27][NH:29][C:35](=[O:36])[O:37][CH2:38][CH3:39])[CH2:19][CH2:18]3)[C:8]=2[CH:16]=[CH:15][CH:14]=1, predict the reactants needed to synthesize it. The reactants are: Cl.[CH:2]1[C:12]2[CH:11]=[CH:10][C:9]3[CH:13]=[CH:14][CH:15]=[CH:16][C:8]=3[C:7](=[C:17]3[CH2:22][CH2:21][N:20](C(N)C=O)[CH2:19][CH2:18]3)[C:6]=2[CH:5]=[CH:4][CH:3]=1.[CH2:27]([N:29](CC)CC)[CH3:28].Cl[C:35]([O:37][CH2:38][CH3:39])=[O:36].C(=O)([O-])[OH:41].[Na+]. (2) Given the product [CH3:22][O:23][C:24]1[C:25]2[N:26]([CH:30]=[C:31]([CH2:33][C@@H:34]3[CH2:39][CH2:38][CH2:37][CH2:36][N:35]3[C:7]([C:5]3[N:6]=[C:2]([CH3:1])[S:3][C:4]=3[C:10]3[CH:15]=[CH:14][CH:13]=[CH:12][CH:11]=3)=[O:9])[N:32]=2)[CH:27]=[CH:28][CH:29]=1, predict the reactants needed to synthesize it. The reactants are: [CH3:1][C:2]1[S:3][C:4]([C:10]2[CH:15]=[CH:14][CH:13]=[CH:12][CH:11]=2)=[C:5]([C:7]([OH:9])=O)[N:6]=1.C(Cl)(=O)C(Cl)=O.[CH3:22][O:23][C:24]1[C:25]2[N:26]([CH:30]=[C:31]([CH2:33][C@@H:34]3[CH2:39][CH2:38][CH2:37][CH2:36][NH:35]3)[N:32]=2)[CH:27]=[CH:28][CH:29]=1. (3) Given the product [ClH:33].[OH:1][C@H:2]([C:27]1[CH:28]=[CH:29][CH:30]=[CH:31][CH:32]=1)[CH2:3][NH:4][C:5]1[CH:10]=[CH:9][C:8]([CH2:11][CH2:12][NH:13][CH2:14][C@H:15]([OH:26])[C:16]2[CH:21]=[CH:20][C:19]([OH:22])=[C:18]([NH:23][CH:24]=[O:25])[CH:17]=2)=[CH:7][CH:6]=1.[OH:1][C@H:2]([C:27]1[CH:28]=[CH:29][CH:30]=[CH:31][CH:32]=1)[CH2:3][NH:4][C:5]1[CH:10]=[CH:9][C:8]([CH2:11][CH2:12][NH:13][CH2:14][C@H:15]([OH:26])[C:16]2[CH:21]=[CH:20][C:19]([OH:22])=[C:18]([NH:23][CH:24]=[O:25])[CH:17]=2)=[CH:7][CH:6]=1, predict the reactants needed to synthesize it. The reactants are: [OH:1][C@H:2]([C:27]1[CH:32]=[CH:31][CH:30]=[CH:29][CH:28]=1)[CH2:3][NH:4][C:5]1[CH:10]=[CH:9][C:8]([CH2:11][CH2:12][NH:13][CH2:14][C@H:15]([OH:26])[C:16]2[CH:21]=[CH:20][C:19]([OH:22])=[C:18]([NH:23][CH:24]=[O:25])[CH:17]=2)=[CH:7][CH:6]=1.[ClH:33].O. (4) Given the product [CH3:62][O:61][C:58]1[CH:57]=[CH:56][C:55]([CH:9]([C:6]2[CH:5]=[CH:4][C:3]([O:2][CH3:1])=[CH:8][CH:7]=2)[O:10][CH:11]([C:49]2[CH:54]=[CH:53][CH:52]=[CH:51][CH:50]=2)[CH:12]2[N:13]([C:18](=[O:48])[CH2:19][CH2:20][CH2:21][CH2:22][CH2:23][NH:24][C:25](=[O:47])[CH2:26][CH2:27][CH2:28][CH2:29][CH2:30][CH2:31][CH2:32][CH2:33][CH2:34][CH2:35][CH2:36][CH2:37][CH2:38][CH2:39][CH2:40][CH2:41][CH2:42][CH2:43][CH2:44][CH2:45][CH3:46])[CH2:14][CH:15]([O:17][C:63](=[O:69])[CH2:64][CH2:65][C:66]([OH:68])=[O:67])[CH2:16]2)=[CH:60][CH:59]=1, predict the reactants needed to synthesize it. The reactants are: [CH3:1][O:2][C:3]1[CH:8]=[CH:7][C:6]([CH:9]([C:55]2[CH:60]=[CH:59][C:58]([O:61][CH3:62])=[CH:57][CH:56]=2)[O:10][CH:11]([C:49]2[CH:54]=[CH:53][CH:52]=[CH:51][CH:50]=2)[CH:12]2[CH2:16][CH:15]([OH:17])[CH2:14][N:13]2[C:18](=[O:48])[CH2:19][CH2:20][CH2:21][CH2:22][CH2:23][NH:24][C:25](=[O:47])[CH2:26][CH2:27][CH2:28][CH2:29][CH2:30][CH2:31][CH2:32][CH2:33][CH2:34][CH2:35][CH2:36][CH2:37][CH2:38][CH2:39][CH2:40][CH2:41][CH2:42][CH2:43][CH2:44][CH2:45][CH3:46])=[CH:5][CH:4]=1.[C:63]1(=[O:69])[O:68][C:66](=[O:67])[CH2:65][CH2:64]1. (5) Given the product [F:8][C:6]1[CH:5]=[CH:4][C:3]([C:9]2[N:14]=[CH:13][N:12]=[C:11]([NH:15][C:16]3[CH:31]=[CH:30][CH:29]=[C:18]([CH2:19][S:20]([CH3:22])(=[NH:23])=[O:21])[CH:17]=3)[N:10]=2)=[C:2]([O:38][CH2:37][C:36]2[S:32][CH:33]=[N:34][CH:35]=2)[CH:7]=1, predict the reactants needed to synthesize it. The reactants are: F[C:2]1[CH:7]=[C:6]([F:8])[CH:5]=[CH:4][C:3]=1[C:9]1[N:14]=[CH:13][N:12]=[C:11]([NH:15][C:16]2[CH:17]=[C:18]([CH:29]=[CH:30][CH:31]=2)[CH2:19][S:20](=[N:23]C(=O)OCC)([CH3:22])=[O:21])[N:10]=1.[S:32]1[C:36]([CH2:37][OH:38])=[CH:35][N:34]=[CH:33]1. (6) Given the product [Cl:1][C:2]1[C:3]2[N:4]([C:8]([C:19]3[CH:20]=[CH:21][N:36]=[C:34]([NH:33][C:27]4[CH:32]=[CH:31][CH:30]=[CH:29][CH:28]=4)[N:35]=3)=[C:9]([C:11]3[CH:16]=[CH:15][CH:14]=[C:13]([O:17][CH3:18])[CH:12]=3)[N:10]=2)[CH:5]=[CH:6][CH:7]=1, predict the reactants needed to synthesize it. The reactants are: [Cl:1][C:2]1[C:3]2[N:4]([C:8]([C:19](=O)[C:20]#[CH:21])=[C:9]([C:11]3[CH:16]=[CH:15][CH:14]=[C:13]([O:17][CH3:18])[CH:12]=3)[N:10]=2)[CH:5]=[CH:6][CH:7]=1.[N+]([O-])([O-])=O.[C:27]1([NH:33][C:34]([NH2:36])=[NH2+:35])[CH:32]=[CH:31][CH:30]=[CH:29][CH:28]=1.C(=O)([O-])[O-].[K+].[K+].O. (7) Given the product [Br:1][C:2]1[C:3]([O:38][C:39]2[CH:40]=[CH:41][C:42]([S:45]([CH3:48])(=[O:47])=[O:46])=[CH:43][CH:44]=2)=[N:4][C:5]2[N:6]([N:25]=[CH:26][C:27]=2[C:28]2[CH:29]=[N:30][C:31]3[C:36]([CH:37]=2)=[CH:35][CH:34]=[CH:33][CH:32]=3)[C:7]=1[NH2:8], predict the reactants needed to synthesize it. The reactants are: [Br:1][C:2]1[C:3]([O:38][C:39]2[CH:44]=[CH:43][C:42]([S:45]([CH3:48])(=[O:47])=[O:46])=[CH:41][CH:40]=2)=[N:4][C:5]2[N:6]([N:25]=[CH:26][C:27]=2[C:28]2[CH:29]=[N:30][C:31]3[C:36]([CH:37]=2)=[CH:35][CH:34]=[CH:33][CH:32]=3)[C:7]=1[N:8](COCC[Si](C)(C)C)COCC[Si](C)(C)C.C(O)(C(F)(F)F)=O.O.